This data is from Full USPTO retrosynthesis dataset with 1.9M reactions from patents (1976-2016). The task is: Predict the reactants needed to synthesize the given product. (1) Given the product [CH3:16][O:15][CH2:14][C:6]1[CH:7]=[C:8]([C:10]([F:11])([F:12])[F:13])[CH:9]=[C:4]([N+:1]([O-:3])=[O:2])[CH:5]=1, predict the reactants needed to synthesize it. The reactants are: [N+:1]([C:4]1[CH:5]=[C:6]([CH2:14][OH:15])[CH:7]=[C:8]([C:10]([F:13])([F:12])[F:11])[CH:9]=1)([O-:3])=[O:2].[CH3:16]C(C)([O-])C.[K+].CI. (2) Given the product [F:20][C@H:9]1[C@@H:10]([OH:16])[C@H:11]([OH:12])[C@@H:6]([CH2:5][OH:4])[O:7][C@@H:8]1[O:21][C:22]1[CH:27]=[CH:26][C:25]([C:41]2[CH:42]=[C:37]([CH:38]=[CH:39][CH:40]=2)[C:35]([NH:34][CH3:33])=[O:36])=[CH:24][C:23]=1[C:29]([F:32])([F:30])[F:31], predict the reactants needed to synthesize it. The reactants are: C([O:4][CH2:5][C@@H:6]1[C@@H:11]([O:12]C(=O)C)[C@H:10]([O:16]C(=O)C)[C@H:9]([F:20])[C@@H:8]([O:21][C:22]2[CH:27]=[CH:26][C:25](Br)=[CH:24][C:23]=2[C:29]([F:32])([F:31])[F:30])[O:7]1)(=O)C.[CH3:33][NH:34][C:35]([C:37]1[CH:38]=[C:39](B(O)O)[CH:40]=[CH:41][CH:42]=1)=[O:36]. (3) Given the product [Cl:1][C:2]1[C:7]([Cl:8])=[C:6]([C:9]([OH:18])([C:10]([F:12])([F:11])[F:13])[C:14]([F:15])([F:17])[F:16])[CH:5]=[CH:4][C:3]=1[C:19]1[S:23][C:22]([C:24]([N:26]2[CH2:27][CH2:28][S:29](=[O:32])(=[N:44][C:42](=[O:43])[C:41]([F:46])([F:45])[F:40])[CH2:30][CH2:31]2)=[O:25])=[N:21][C:20]=1[C:33]([N:35]([CH2:38][CH3:39])[CH2:36][CH3:37])=[O:34], predict the reactants needed to synthesize it. The reactants are: [Cl:1][C:2]1[C:7]([Cl:8])=[C:6]([C:9]([OH:18])([C:14]([F:17])([F:16])[F:15])[C:10]([F:13])([F:12])[F:11])[CH:5]=[CH:4][C:3]=1[C:19]1[S:23][C:22]([C:24]([N:26]2[CH2:31][CH2:30][S:29](=[O:32])[CH2:28][CH2:27]2)=[O:25])=[N:21][C:20]=1[C:33]([N:35]([CH2:38][CH3:39])[CH2:36][CH3:37])=[O:34].[F:40][C:41]([F:46])([F:45])[C:42]([NH2:44])=[O:43].C(OI(C1C=CC=CC=1)OC(=O)C)(=O)C. (4) Given the product [OH:23][C:20]1[CH:19]=[CH:18][C:17]([C@@H:10](/[CH:9]=[CH:8]/[CH2:7][C:1]2[CH:2]=[CH:3][CH:4]=[CH:5][CH:6]=2)[CH2:11][C:12]([O:14][CH2:15][CH3:16])=[O:13])=[CH:22][CH:21]=1, predict the reactants needed to synthesize it. The reactants are: [C:1]1([CH2:7]/[CH:8]=[CH:9]/[C@H:10]([C:17]2[CH:22]=[CH:21][C:20]([O:23]C3CCCCO3)=[CH:19][CH:18]=2)[CH2:11][C:12]([O:14][CH2:15][CH3:16])=[O:13])[CH:6]=[CH:5][CH:4]=[CH:3][CH:2]=1.CC1C=CC(S([O-])(=O)=O)=CC=1.C1C=C[NH+]=CC=1. (5) Given the product [C:1]([O:4][CH2:7][C:8]1[C:32]([CH3:33])=[CH:31][C:11]2[N:12]=[C:13]3[C:18]([N:19]([CH2:20][CH2:21][CH2:22][C:23]4[CH:28]=[CH:27][CH:26]=[CH:25][CH:24]=4)[C:10]=2[CH:9]=1)=[N:17][C:16](=[O:29])[NH:15][C:14]3=[O:30])(=[O:3])[CH3:2], predict the reactants needed to synthesize it. The reactants are: [C:1]([O-:4])(=[O:3])[CH3:2].[Na+].Br[CH2:7][C:8]1[C:32]([CH3:33])=[CH:31][C:11]2[N:12]=[C:13]3[C:18]([N:19]([CH2:20][CH2:21][CH2:22][C:23]4[CH:28]=[CH:27][CH:26]=[CH:25][CH:24]=4)[C:10]=2[CH:9]=1)=[N:17][C:16](=[O:29])[NH:15][C:14]3=[O:30]. (6) The reactants are: [Ga:1].[C:2]([OH:21])(=[O:20])[CH2:3][CH2:4][CH2:5][CH2:6][CH2:7][CH2:8][CH2:9][CH2:10][CH2:11][CH2:12][CH2:13][CH2:14][CH2:15][CH2:16][CH2:17][CH2:18][CH3:19]. Given the product [C:2]([O-:21])(=[O:20])[CH2:3][CH2:4][CH2:5][CH2:6][CH2:7][CH2:8][CH2:9][CH2:10][CH2:11][CH2:12][CH2:13][CH2:14][CH2:15][CH2:16][CH2:17][CH2:18][CH3:19].[Ga+3:1].[C:2]([O-:21])(=[O:20])[CH2:3][CH2:4][CH2:5][CH2:6][CH2:7][CH2:8][CH2:9][CH2:10][CH2:11][CH2:12][CH2:13][CH2:14][CH2:15][CH2:16][CH2:17][CH2:18][CH3:19].[C:2]([O-:21])(=[O:20])[CH2:3][CH2:4][CH2:5][CH2:6][CH2:7][CH2:8][CH2:9][CH2:10][CH2:11][CH2:12][CH2:13][CH2:14][CH2:15][CH2:16][CH2:17][CH2:18][CH3:19], predict the reactants needed to synthesize it. (7) Given the product [CH3:1][O:2][C:3](=[O:24])[CH2:4][CH2:5][S:6][CH2:7][C:8]1[CH:13]=[CH:12][C:11]([C:14]2[O:23][N:28]=[CH:27][C:15]=2[C:16]([O:18][C:19]([CH3:20])([CH3:21])[CH3:22])=[O:17])=[CH:10][CH:9]=1, predict the reactants needed to synthesize it. The reactants are: [CH3:1][O:2][C:3](=[O:24])[CH2:4][CH2:5][S:6][CH2:7][C:8]1[CH:13]=[CH:12][C:11]([C:14](=[O:23])[CH2:15][C:16]([O:18][C:19]([CH3:22])([CH3:21])[CH3:20])=[O:17])=[CH:10][CH:9]=1.CO[CH:27](OC)[N:28](C)C.Cl.NO. (8) Given the product [CH3:1][C:2]1[N:3]=[C:4]([NH:7][C:8]2[CH:18]=[C:17]([O:19][C:20]3[C:29]4[C:24](=[CH:25][CH:26]=[CH:27][CH:28]=4)[CH:23]=[CH:22][CH:21]=3)[C:11]([C:12]([OH:14])=[O:13])=[CH:10][N:9]=2)[S:5][CH:6]=1, predict the reactants needed to synthesize it. The reactants are: [CH3:1][C:2]1[N:3]=[C:4]([NH:7][C:8]2[CH:18]=[C:17]([O:19][C:20]3[C:29]4[C:24](=[CH:25][CH:26]=[CH:27][CH:28]=4)[CH:23]=[CH:22][CH:21]=3)[C:11]([C:12]([O:14]CC)=[O:13])=[CH:10][N:9]=2)[S:5][CH:6]=1.O.[OH-].[Li+]. (9) Given the product [CH3:1][NH:2][C:3]1[CH:8]=[CH:7][N:6]2[CH:11]=[C:12]([C:14]3[CH:19]=[CH:18][CH:17]=[CH:16][C:15]=3[OH:20])[N:9]=[C:5]2[CH:4]=1, predict the reactants needed to synthesize it. The reactants are: [CH3:1][NH:2][C:3]1[CH:8]=[CH:7][N:6]=[C:5]([NH2:9])[CH:4]=1.Br[CH2:11][C:12]([C:14]1[CH:19]=[CH:18][CH:17]=[CH:16][C:15]=1[OH:20])=O.CC1C=CC(S(O)(=O)=O)=CC=1.